Dataset: Ames mutagenicity test results for genotoxicity prediction. Task: Regression/Classification. Given a drug SMILES string, predict its toxicity properties. Task type varies by dataset: regression for continuous values (e.g., LD50, hERG inhibition percentage) or binary classification for toxic/non-toxic outcomes (e.g., AMES mutagenicity, cardiotoxicity, hepatotoxicity). Dataset: ames. The drug is FCC(F)(F)F. The result is 0 (non-mutagenic).